Dataset: Reaction yield outcomes from USPTO patents with 853,638 reactions. Task: Predict the reaction yield, written as a fraction of the theoretical maximum amount of product (1.0 means a 100% yield; for example, 0.34 means a 34% yield). (1) The reactants are Cl.C[O:3][C:4]1[CH:9]=[C:8]([C:10]2[C:18]3[N:17]4[CH:19]=[N:20][N:21]=[C:16]4[CH:15]=[N:14][C:13]=3[NH:12][CH:11]=2)[CH:7]=[CH:6][N:5]=1.[OH-].[Na+].C1C(=O)N(Br)C(=O)C1.S(Cl)(C1C=CC(C)=CC=1)(=O)=O.[H-].[Na+].COC1C=C([Sn](CCCC)(CCCC)CCCC)C=CN=1. The catalyst is CCO.O.C1C=CC([P]([Pd]([P](C2C=CC=CC=2)(C2C=CC=CC=2)C2C=CC=CC=2)([P](C2C=CC=CC=2)(C2C=CC=CC=2)C2C=CC=CC=2)[P](C2C=CC=CC=2)(C2C=CC=CC=2)C2C=CC=CC=2)(C2C=CC=CC=2)C2C=CC=CC=2)=CC=1. The product is [CH:19]1[N:17]2[C:18]3[C:10]([C:8]4[CH:7]=[CH:6][NH:5][C:4](=[O:3])[CH:9]=4)=[CH:11][NH:12][C:13]=3[N:14]=[CH:15][C:16]2=[N:21][N:20]=1. The yield is 0.940. (2) The reactants are [Cl:1][C:2]1[N:7]=[C:6]([Cl:8])[CH:5]=[C:4](Cl)[N:3]=1.Cl.[CH:11]12[NH:18][CH:15]([CH2:16][CH2:17]1)[CH2:14][O:13][CH2:12]2.C(N(CC)CC)C. The catalyst is CCO. The product is [Cl:1][C:2]1[N:3]=[C:4]([N:18]2[CH:11]3[CH2:17][CH2:16][CH:15]2[CH2:14][O:13][CH2:12]3)[CH:5]=[C:6]([Cl:8])[N:7]=1. The yield is 0.750. (3) The reactants are [Br:1][C:2]1[S:6][C:5]([C:7](=[O:11])[CH2:8][CH2:9]Cl)=[CH:4][CH:3]=1.[CH3:12][C:13]([O-:15])=[O:14].[Na+]. The catalyst is C(O)(=O)C. The product is [C:13]([O:15][CH2:9][CH2:8][C:7]([C:5]1[S:6][C:2]([Br:1])=[CH:3][CH:4]=1)=[O:11])(=[O:14])[CH3:12]. The yield is 7.62. (4) The reactants are ClC1N=NC(CN2C3C(=CC(OC)=CC=3)C=C2C)=CC=1.C(Cl)(=O)C(Cl)=O.[CH3:27][O:28][C:29]1[CH:34]=[C:33]([NH2:35])[CH:32]=[CH:31][N:30]=1.C(N(CC)CC)C.O=[N-].[Cl:45][C:46]1[N:51]=[N:50][C:49]([CH2:52][N:53]2[C:61]3[C:56](=[CH:57][C:58]([O:62][CH3:63])=[CH:59][CH:60]=3)[C:55]([C:64](=[O:68])[C:65](O)=[O:66])=[C:54]2[CH3:69])=[CH:48][CH:47]=1.C(P1(=O)OP(=O)(CCC)OP(=O)(CCC)O1)CC. The catalyst is ClCCl.O.CN(C)C=O. The product is [Cl:45][C:46]1[N:51]=[N:50][C:49]([CH2:52][N:53]2[C:61]3[C:56](=[CH:57][C:58]([O:62][CH3:63])=[CH:59][CH:60]=3)[C:55]([C:64](=[O:68])[C:65]([NH:35][C:33]3[CH:32]=[CH:31][N:30]=[C:29]([O:28][CH3:27])[CH:34]=3)=[O:66])=[C:54]2[CH3:69])=[CH:48][CH:47]=1. The yield is 0.200. (5) The reactants are [N:1]([CH2:4][C@H:5]([CH3:29])[C@H:6]([C@H:15]1[CH2:19][O:18]C(C)(C)[N:16]1[C:22]([O:24][C:25]([CH3:28])([CH3:27])[CH3:26])=[O:23])[O:7][Si:8]([C:11]([CH3:14])([CH3:13])[CH3:12])([CH3:10])[CH3:9])=[N+:2]=[N-:3].C1(C)C=CC(S([O-])(=O)=O)=CC=1.[NH+]1C=CC=CC=1.CCN(C(C)C)C(C)C.C(OC(OC(C)(C)C)=O)(OC(C)(C)C)=O. The catalyst is CCO. The product is [N:1]([CH2:4][C@H:5]([CH3:29])[C@@H:6]([O:7][Si:8]([C:11]([CH3:14])([CH3:13])[CH3:12])([CH3:9])[CH3:10])[C@H:15]([NH:16][C:22](=[O:23])[O:24][C:25]([CH3:28])([CH3:26])[CH3:27])[CH2:19][OH:18])=[N+:2]=[N-:3]. The yield is 0.560.